From a dataset of Catalyst prediction with 721,799 reactions and 888 catalyst types from USPTO. Predict which catalyst facilitates the given reaction. (1) Reactant: [F:1][C:2]1[CH:3]=[C:4]([NH2:9])[C:5]([NH2:8])=[CH:6][CH:7]=1.CCN(CC)CC.Br[CH2:18][C:19](OCC)=[O:20]. The catalyst class is: 3. Product: [F:1][C:2]1[CH:3]=[C:4]2[C:5]([NH:8][CH2:18][C:19](=[O:20])[NH:9]2)=[CH:6][CH:7]=1. (2) Reactant: Br[C:2]1[N:7]2[N:8]=[N:9][N:10]=[C:6]2[C:5]([N:11]2[CH2:16][CH2:15][N:14]([C:17]([O:19][C:20]([CH3:23])([CH3:22])[CH3:21])=[O:18])[CH2:13][CH2:12]2)=[N:4][CH:3]=1.[S:24]1[CH:28]=[CH:27][CH:26]=[C:25]1B(O)O.C([O-])([O-])=O.[Cs+].[Cs+].O1CCOCC1. Product: [S:24]1[CH:28]=[CH:27][CH:26]=[C:25]1[C:2]1[N:7]2[N:8]=[N:9][N:10]=[C:6]2[C:5]([N:11]2[CH2:16][CH2:15][N:14]([C:17]([O:19][C:20]([CH3:23])([CH3:22])[CH3:21])=[O:18])[CH2:13][CH2:12]2)=[N:4][CH:3]=1. The catalyst class is: 103. (3) Reactant: [CH2:1]([C:17]1[CH:22]=[C:21]([O:23][CH3:24])[N:20]=[C:19]([N:25]([CH3:27])[CH3:26])[N:18]=1)[CH2:2][CH2:3][CH2:4][CH2:5][CH2:6][CH2:7][CH2:8][CH2:9][CH2:10][CH2:11][CH2:12][CH2:13][CH2:14][CH2:15][CH3:16].[Br:28]N1C(=O)CCC1=O. Product: [Br:28][C:22]1[C:17]([CH2:1][CH2:2][CH2:3][CH2:4][CH2:5][CH2:6][CH2:7][CH2:8][CH2:9][CH2:10][CH2:11][CH2:12][CH2:13][CH2:14][CH2:15][CH3:16])=[N:18][C:19]([N:25]([CH3:26])[CH3:27])=[N:20][C:21]=1[O:23][CH3:24]. The catalyst class is: 10. (4) Reactant: [C:1]([C:3]1[C:12](I)=[CH:11][C:6]([C:7]([O:9][CH3:10])=[O:8])=[C:5]([CH3:14])[CH:4]=1)#[N:2].C1(P(C2C=CC3OC4C(=CC=CC=4)CC=3C=2P(C2C=CC=CC=2)C2C=CC=CC=2)C2C=CC=CC=2)C=CC=CC=1.C(=O)([O-])[O-].[Cs+].[Cs+].[CH3:61][C@@H:62]([NH2:65])[CH2:63][CH3:64]. Product: [C@H:62]([NH:65][C:12]1[C:3]([C:1]#[N:2])=[CH:4][C:5]([CH3:14])=[C:6]([CH:11]=1)[C:7]([O:9][CH3:10])=[O:8])([CH2:63][CH3:64])[CH3:61]. The catalyst class is: 62. (5) Reactant: Cl[C:2]1[O:3][C:4]([C:7]2[CH:12]=[CH:11][C:10]([C:13]([F:16])([F:15])[F:14])=[CH:9][CH:8]=2)=[CH:5][N:6]=1.[NH2:17][C:18]1[CH:19]=[C:20]([NH:24][S:25]([CH2:28][C:29]2[CH:34]=[CH:33][CH:32]=[CH:31][CH:30]=2)(=[O:27])=[O:26])[CH:21]=[CH:22][CH:23]=1. Product: [C:29]1([CH2:28][S:25]([NH:24][C:20]2[CH:21]=[CH:22][CH:23]=[C:18]([NH:17][C:2]3[O:3][C:4]([C:7]4[CH:12]=[CH:11][C:10]([C:13]([F:16])([F:15])[F:14])=[CH:9][CH:8]=4)=[CH:5][N:6]=3)[CH:19]=2)(=[O:26])=[O:27])[CH:34]=[CH:33][CH:32]=[CH:31][CH:30]=1. The catalyst class is: 41. (6) Reactant: C(=O)([O-])[O-].[K+].[K+].C([O:10][CH:11]([CH2:15][CH:16]=[C:17]([CH3:32])[CH2:18][CH2:19][CH2:20][CH:21]([CH3:31])[CH2:22][O:23][Si:24]([C:27]([CH3:30])([CH3:29])[CH3:28])([CH3:26])[CH3:25])[C:12](=[O:14])[CH3:13])(=O)C.[Na+].[Cl-]. Product: [C:27]([Si:24]([CH3:25])([CH3:26])[O:23][CH2:22][CH:21]([CH3:31])[CH2:20][CH2:19][CH2:18][C:17]([CH3:32])=[CH:16][CH2:15][CH:11]([OH:10])[C:12](=[O:14])[CH3:13])([CH3:29])([CH3:30])[CH3:28]. The catalyst class is: 5.